This data is from Catalyst prediction with 721,799 reactions and 888 catalyst types from USPTO. The task is: Predict which catalyst facilitates the given reaction. (1) Reactant: [OH:1][CH:2]([CH2:16][CH2:17][CH2:18][CH2:19][CH2:20][CH2:21][CH2:22][CH2:23][CH2:24][CH3:25])[CH2:3][NH:4][C@H:5]([C:10]1[CH:15]=[CH:14][CH:13]=[CH:12][CH:11]=1)[CH2:6][C:7]([OH:9])=[O:8]. Product: [OH:1][CH:2]([CH2:16][CH2:17][CH2:18][CH2:19][CH2:20][CH2:21][CH2:22][CH2:23][CH2:24][CH3:25])[CH2:3][NH:4][CH:5]([C:10]1[CH:15]=[CH:14][CH:13]=[CH:12][CH:11]=1)[CH2:6][C:7]([OH:9])=[O:8]. The catalyst class is: 5. (2) Reactant: [OH:1][C:2]1[CH:7]=[CH:6][C:5]([S:8][C:9]2[CH:14]=[CH:13][C:12]([NH:15][C:16](=[O:27])[C:17]3[CH:22]=[CH:21][CH:20]=[C:19]([C:23]([F:26])([F:25])[F:24])[CH:18]=3)=[CH:11][C:10]=2[N+:28]([O-])=O)=[CH:4][CH:3]=1.[Cl-].[NH4+].O1CCCC1.O. Product: [NH2:28][C:10]1[CH:11]=[C:12]([NH:15][C:16](=[O:27])[C:17]2[CH:22]=[CH:21][CH:20]=[C:19]([C:23]([F:26])([F:24])[F:25])[CH:18]=2)[CH:13]=[CH:14][C:9]=1[S:8][C:5]1[CH:4]=[CH:3][C:2]([OH:1])=[CH:7][CH:6]=1. The catalyst class is: 415. (3) Reactant: [CH3:1][C:2]1[C:10]2[C:5](=[CH:6][C:7]([NH:11][C:12]3[N:13]=[C:14]([N:21]4[CH2:26][CH2:25][C:24]5[N:27]=[CH:28][N:29](S(C6C=CC(C)=CC=6)(=O)=O)[C:23]=5[CH2:22]4)[C:15]4[O:20][CH:19]=[CH:18][C:16]=4[N:17]=3)=[CH:8][CH:9]=2)[N:4](C(OC(C)(C)C)=O)[N:3]=1.ClC1N=C(Cl)C2OC=CC=2N=1.[OH-].[Na+].[NH4+].[Cl-]. Product: [N:27]1[C:24]2[CH2:25][CH2:26][N:21]([C:14]3[C:15]4[O:20][CH:19]=[CH:18][C:16]=4[N:17]=[C:12]([NH:11][C:7]4[CH:6]=[C:5]5[C:10]([C:2]([CH3:1])=[N:3][NH:4]5)=[CH:9][CH:8]=4)[N:13]=3)[CH2:22][C:23]=2[NH:29][CH:28]=1. The catalyst class is: 135.